This data is from Full USPTO retrosynthesis dataset with 1.9M reactions from patents (1976-2016). The task is: Predict the reactants needed to synthesize the given product. (1) Given the product [F:14][C:2]1[CH:3]=[C:4]([CH:7]=[C:8]([N+:11]([O-:13])=[O:12])[C:9]=1[OH:10])[CH:5]=[O:6], predict the reactants needed to synthesize it. The reactants are: Cl[C:2]1[CH:3]=[C:4]([CH:7]=[C:8]([N+:11]([O-:13])=[O:12])[C:9]=1[OH:10])[CH:5]=[O:6].[F:14]C1C=C(C=CC=1O)C=O. (2) Given the product [C:1]([O:5][C:6](=[O:18])[N:7]([C:8]1[CH:13]=[CH:12][C:11]([Cl:14])=[CH:10][C:9]=1[N+:15]([O-:17])=[O:16])[CH2:30][CH2:31][CH:32]1[CH2:35][S:34](=[O:37])(=[O:36])[CH2:33]1)([CH3:4])([CH3:2])[CH3:3], predict the reactants needed to synthesize it. The reactants are: [C:1]([O:5][C:6](=[O:18])[NH:7][C:8]1[CH:13]=[CH:12][C:11]([Cl:14])=[CH:10][C:9]=1[N+:15]([O-:17])=[O:16])([CH3:4])([CH3:3])[CH3:2].CC1C=CC(S(O[CH2:30][CH2:31][CH:32]2[CH2:35][S:34](=[O:37])(=[O:36])[CH2:33]2)(=O)=O)=CC=1.C(=O)([O-])[O-].[K+].[K+].